This data is from Peptide-MHC class I binding affinity with 185,985 pairs from IEDB/IMGT. The task is: Regression. Given a peptide amino acid sequence and an MHC pseudo amino acid sequence, predict their binding affinity value. This is MHC class I binding data. (1) The peptide sequence is GMSYTMCSGK. The MHC is HLA-A11:01 with pseudo-sequence HLA-A11:01. The binding affinity (normalized) is 0.472. (2) The peptide sequence is ETPLREQENS. The MHC is HLA-B27:05 with pseudo-sequence HLA-B27:05. The binding affinity (normalized) is 0. (3) The peptide sequence is ATIGTAMYK. The MHC is HLA-A23:01 with pseudo-sequence HLA-A23:01. The binding affinity (normalized) is 0. (4) The peptide sequence is AVFKNSFLGK. The MHC is HLA-A68:01 with pseudo-sequence HLA-A68:01. The binding affinity (normalized) is 0.467. (5) The peptide sequence is QTYDWTLNR. The MHC is HLA-B44:02 with pseudo-sequence HLA-B44:02. The binding affinity (normalized) is 0.0847. (6) The binding affinity (normalized) is 0.0847. The peptide sequence is RAVPPNPTI. The MHC is HLA-B08:02 with pseudo-sequence HLA-B08:02.